This data is from Peptide-MHC class I binding affinity with 185,985 pairs from IEDB/IMGT. The task is: Regression. Given a peptide amino acid sequence and an MHC pseudo amino acid sequence, predict their binding affinity value. This is MHC class I binding data. The peptide sequence is HSSVAGGLW. The MHC is HLA-B40:01 with pseudo-sequence HLA-B40:01. The binding affinity (normalized) is 0.0847.